Dataset: Blood-brain barrier permeability classification from the B3DB database. Task: Regression/Classification. Given a drug SMILES string, predict its absorption, distribution, metabolism, or excretion properties. Task type varies by dataset: regression for continuous measurements (e.g., permeability, clearance, half-life) or binary classification for categorical outcomes (e.g., BBB penetration, CYP inhibition). Dataset: b3db_classification. (1) The compound is O=C1NC(=NC2CC2)O[C@@H]1c1ccccc1. The result is 1 (penetrates BBB). (2) The compound is CC1(C)S[C@@H]2[C@H](NC(=O)CCC[C@H](N)C(=O)O)C(=O)N2[C@H]1C(=O)O. The result is 0 (does not penetrate BBB).